Dataset: Reaction yield outcomes from USPTO patents with 853,638 reactions. Task: Predict the reaction yield, written as a fraction of the theoretical maximum amount of product (1.0 means a 100% yield; for example, 0.34 means a 34% yield). (1) The reactants are Br[C:2]1[C:7](=[O:8])[N:6]([CH2:9][C:10]2[CH:15]=[CH:14][C:13]([C:16]3[C:17]([C:22]#[N:23])=[CH:18][CH:19]=[CH:20][CH:21]=3)=[CH:12][CH:11]=2)[C:5]([CH2:24][CH2:25][CH3:26])=[N:4][C:3]=1[CH2:27][CH3:28].[CH2:29]([C:31]1[CH:32]=[C:33]([OH:37])[CH:34]=[CH:35][CH:36]=1)[CH3:30].[OH-].[K+].CS(C)=O. The catalyst is C(OCC)(=O)C. The product is [CH2:27]([C:3]1[N:4]=[C:5]([CH2:24][CH2:25][CH3:26])[N:6]([CH2:9][C:10]2[CH:15]=[CH:14][C:13]([C:16]3[C:17]([C:22]#[N:23])=[CH:18][CH:19]=[CH:20][CH:21]=3)=[CH:12][CH:11]=2)[C:7](=[O:8])[C:2]=1[O:37][C:33]1[CH:34]=[CH:35][CH:36]=[C:31]([CH2:29][CH3:30])[CH:32]=1)[CH3:28]. The yield is 0.620. (2) The reactants are [CH:1]1([CH:7]=[N:8][S:9]([C:11]([CH3:14])([CH3:13])[CH3:12])=[O:10])[CH2:6][CH2:5][CH2:4][CH2:3][CH2:2]1.[CH2:15]([Mg]Br)[CH3:16].[Cl-].[NH4+].C(OCC)(=O)C. The catalyst is C(OCC)C. The product is [CH:1]1([CH:7]([NH:8][S:9]([C:11]([CH3:14])([CH3:13])[CH3:12])=[O:10])[CH2:15][CH3:16])[CH2:6][CH2:5][CH2:4][CH2:3][CH2:2]1. The yield is 0.850. (3) The reactants are [C:1]([C:3]([NH:18][C:19](=[O:31])[C:20]1[CH:25]=[CH:24][C:23]([O:26][C:27]([F:30])([F:29])[F:28])=[CH:22][CH:21]=1)([CH3:17])[CH2:4][N:5]1[N:9]=[C:8]2[C:10]([Cl:16])=[CH:11][C:12]([Cl:15])=[C:13]([Cl:14])[C:7]2=[N:6]1)#[N:2].[NH4+]=[S:33]. The catalyst is CO. The product is [CH3:17][C:3]([NH:18][C:19](=[O:31])[C:20]1[CH:25]=[CH:24][C:23]([O:26][C:27]([F:28])([F:30])[F:29])=[CH:22][CH:21]=1)([C:1](=[S:33])[NH2:2])[CH2:4][N:5]1[N:9]=[C:8]2[C:10]([Cl:16])=[CH:11][C:12]([Cl:15])=[C:13]([Cl:14])[C:7]2=[N:6]1. The yield is 0.470.